Predict the product of the given reaction. From a dataset of Forward reaction prediction with 1.9M reactions from USPTO patents (1976-2016). (1) The product is: [I:1][C:2]1[N:3]=[CH:4][N:5]([C:13]([C:7]2[CH:12]=[CH:11][CH:10]=[CH:9][CH:8]=2)([C:20]2[CH:21]=[CH:22][CH:23]=[CH:24][CH:25]=2)[C:14]2[CH:15]=[CH:16][CH:17]=[CH:18][CH:19]=2)[CH:6]=1. Given the reactants [I:1][C:2]1[N:3]=[CH:4][NH:5][CH:6]=1.[C:7]1([C:13](Cl)([C:20]2[CH:25]=[CH:24][CH:23]=[CH:22][CH:21]=2)[C:14]2[CH:19]=[CH:18][CH:17]=[CH:16][CH:15]=2)[CH:12]=[CH:11][CH:10]=[CH:9][CH:8]=1.C(N(CC)CC)C, predict the reaction product. (2) Given the reactants [CH3:1][O:2][C:3]1[CH:8]=[CH:7][C:6]([C:9](=[O:26])[CH:10]([O:17]C(=O)C2C=CC=CC=2)[C:11]2[CH:12]=[N:13][CH:14]=[CH:15][CH:16]=2)=[CH:5][CH:4]=1.CC(C)([O-])C.[K+], predict the reaction product. The product is: [OH:17][CH:10]([C:11]1[CH:12]=[N:13][CH:14]=[CH:15][CH:16]=1)[C:9]([C:6]1[CH:5]=[CH:4][C:3]([O:2][CH3:1])=[CH:8][CH:7]=1)=[O:26]. (3) The product is: [Si:36]([O:43][C:44]1[CH:45]=[C:46]([CH:52]=[C:53]([CH2:55][CH2:56][CH2:57][O:58][CH3:59])[CH:54]=1)[CH2:47][N:48]([CH:49]1[CH2:51][CH2:50]1)[C:33]([C@@H:10]1[C@@H:11]([C:14]2[CH:19]=[CH:18][C:17]([O:20][CH2:21][CH2:22][O:23][C:24]3[C:29]([Cl:30])=[CH:28][C:27]([CH3:31])=[CH:26][C:25]=3[Cl:32])=[CH:16][CH:15]=2)[CH2:12][CH2:13][N:8]([C:6]([O:5][C:1]([CH3:2])([CH3:3])[CH3:4])=[O:7])[CH2:9]1)=[O:35])([C:39]([CH3:42])([CH3:41])[CH3:40])([CH3:37])[CH3:38]. Given the reactants [C:1]([O:5][C:6]([N:8]1[CH2:13][CH2:12][C@H:11]([C:14]2[CH:19]=[CH:18][C:17]([O:20][CH2:21][CH2:22][O:23][C:24]3[C:29]([Cl:30])=[CH:28][C:27]([CH3:31])=[CH:26][C:25]=3[Cl:32])=[CH:16][CH:15]=2)[C@@H:10]([C:33]([OH:35])=O)[CH2:9]1)=[O:7])([CH3:4])([CH3:3])[CH3:2].[Si:36]([O:43][C:44]1[CH:45]=[C:46]([CH:52]=[C:53]([CH2:55][CH2:56][CH2:57][O:58][CH3:59])[CH:54]=1)[CH2:47][NH:48][CH:49]1[CH2:51][CH2:50]1)([C:39]([CH3:42])([CH3:41])[CH3:40])([CH3:38])[CH3:37].CN(C(ON1N=NC2C=CC=NC1=2)=[N+](C)C)C.F[P-](F)(F)(F)(F)F.CCN(C(C)C)C(C)C, predict the reaction product. (4) Given the reactants C([O:4][CH2:5][C:6]([CH3:50])([CH3:49])[CH2:7][N:8]1[C:14]2[CH:15]=[CH:16][C:17]([Cl:19])=[CH:18][C:13]=2[C@@H:12]([C:20]2[CH:25]=[CH:24][CH:23]=[C:22]([O:26][CH3:27])[C:21]=2[O:28][CH3:29])[O:11][C@H:10]([CH2:30][C:31]([NH:33][C:34]2[CH:35]=[CH:36][CH:37]=[C:38]3[C:42]=2[NH:41][C:40]([C:43]([O:45]CC)=[O:44])=[CH:39]3)=[O:32])[C:9]1=[O:48])(=O)C.[OH-].[Na+].C(O)C, predict the reaction product. The product is: [Cl:19][C:17]1[CH:16]=[CH:15][C:14]2[N:8]([CH2:7][C:6]([CH3:50])([CH3:49])[CH2:5][OH:4])[C:9](=[O:48])[C@@H:10]([CH2:30][C:31]([NH:33][C:34]3[CH:35]=[CH:36][CH:37]=[C:38]4[C:42]=3[NH:41][C:40]([C:43]([OH:45])=[O:44])=[CH:39]4)=[O:32])[O:11][C@H:12]([C:20]3[CH:25]=[CH:24][CH:23]=[C:22]([O:26][CH3:27])[C:21]=3[O:28][CH3:29])[C:13]=2[CH:18]=1.